From a dataset of Catalyst prediction with 721,799 reactions and 888 catalyst types from USPTO. Predict which catalyst facilitates the given reaction. (1) Reactant: CC1(C)C(C)(C)OB([C:9]2[CH:14]=[CH:13][C:12]([C:15]3[N:16]=[C:17]([C@@H:20]4[CH2:24][CH2:23][CH2:22][N:21]4[C:25]([O:27][C:28]([CH3:31])([CH3:30])[CH3:29])=[O:26])[NH:18][CH:19]=3)=[CH:11][CH:10]=2)O1.Br[C:34]1[CH:44]=[CH:43][CH:42]=[CH:41][C:35]=1[C:36]([O:38][CH2:39][CH3:40])=[O:37]. Product: [CH2:39]([O:38][C:36]([C:35]1[CH:41]=[CH:42][C:43]([C:9]2[CH:14]=[CH:13][C:12]([C:15]3[N:16]=[C:17]([C@@H:20]4[CH2:24][CH2:23][CH2:22][N:21]4[C:25]([O:27][C:28]([CH3:31])([CH3:29])[CH3:30])=[O:26])[NH:18][CH:19]=3)=[CH:11][CH:10]=2)=[CH:44][CH:34]=1)=[O:37])[CH3:40]. The catalyst class is: 659. (2) Reactant: [CH:1]1([C:4]2[CH:5]=[CH:6][C:7]([C:15]([OH:17])=O)=[N:8][C:9]=2[O:10][CH2:11][CH:12]2[CH2:14][CH2:13]2)[CH2:3][CH2:2]1.Cl.[NH2:19][C@H:20]([C:25]1[CH:30]=[CH:29][CH:28]=[CH:27][CH:26]=1)[C:21]([NH:23][CH3:24])=[O:22].CO. Product: [CH3:24][NH:23][C:21]([CH:20]([NH:19][C:15]([C:7]1[CH:6]=[CH:5][C:4]([CH:1]2[CH2:2][CH2:3]2)=[C:9]([O:10][CH2:11][CH:12]2[CH2:13][CH2:14]2)[N:8]=1)=[O:17])[C:25]1[CH:30]=[CH:29][CH:28]=[CH:27][CH:26]=1)=[O:22]. The catalyst class is: 194. (3) Reactant: [BH4-].[Li+].[Cl:3][C:4]1[CH:5]=[C:6]([C@@H:10]2[C@@H:15]([C:16]3[CH:21]=[CH:20][C:19]([Cl:22])=[CH:18][CH:17]=3)[N:14]([CH2:23][C:24]3[CH:29]=[CH:28][C:27]([O:30][CH3:31])=[CH:26][C:25]=3[O:32][CH3:33])[C:13](=[O:34])[C:12]([CH3:39])([C:35](OC)=[O:36])[CH2:11]2)[CH:7]=[CH:8][CH:9]=1. Product: [Cl:3][C:4]1[CH:5]=[C:6]([C@@H:10]2[C@@H:15]([C:16]3[CH:17]=[CH:18][C:19]([Cl:22])=[CH:20][CH:21]=3)[N:14]([CH2:23][C:24]3[CH:29]=[CH:28][C:27]([O:30][CH3:31])=[CH:26][C:25]=3[O:32][CH3:33])[C:13](=[O:34])[C:12]([CH2:35][OH:36])([CH3:39])[CH2:11]2)[CH:7]=[CH:8][CH:9]=1. The catalyst class is: 116.